This data is from Full USPTO retrosynthesis dataset with 1.9M reactions from patents (1976-2016). The task is: Predict the reactants needed to synthesize the given product. (1) Given the product [F:1][C:2]1[C:21]([CH3:22])=[CH:20][CH:19]=[C:18]([F:23])[C:3]=1[CH2:4][C:5]1[C:12]([C:13]#[N:14])=[C:11]([OH:15])[C:10]([OH:16])=[CH:9][C:6]=1[C:7]#[N:8], predict the reactants needed to synthesize it. The reactants are: [F:1][C:2]1[C:21]([CH3:22])=[CH:20][CH:19]=[C:18]([F:23])[C:3]=1[CH2:4][C:5]1[C:12]([C:13]#[N:14])=[C:11]([OH:15])[C:10]([O:16]C)=[CH:9][C:6]=1[C:7]#[N:8].BrC1C(C#N)=C(O)C(OC)=CC=1C#N.FC1C(C)=CC=C(F)C=1CB1OC(C)(C)C(C)(C)O1. (2) Given the product [F:26][C:21]1[CH:20]=[C:19]([CH2:18][O:17][C:12]2[CH:11]=[C:10]3[C:15]([CH:16]=[C:7]([CH2:6][C:34]#[N:35])[CH:8]=[N:9]3)=[N:14][CH:13]=2)[CH:24]=[CH:23][C:22]=1[F:25], predict the reactants needed to synthesize it. The reactants are: CS(O[CH2:6][C:7]1[CH:8]=[N:9][C:10]2[C:15]([CH:16]=1)=[N:14][CH:13]=[C:12]([O:17][CH2:18][C:19]1[CH:24]=[CH:23][C:22]([F:25])=[C:21]([F:26])[CH:20]=1)[CH:11]=2)(=O)=O.FC1C=C(C=CC=1F)COC1C=C2C(C=C(CO)C=N2)=[N:35][CH:34]=1.CS(Cl)(=O)=O.